The task is: Predict the reaction yield, written as a fraction of the theoretical maximum amount of product (1.0 means a 100% yield; for example, 0.34 means a 34% yield).. This data is from Reaction yield outcomes from USPTO patents with 853,638 reactions. (1) The reactants are [Cl:1][C:2]1[N:7]=[C:6]([NH:8]C(=O)C(C)(C)C)[CH:5]=[CH:4][C:3]=1[CH3:15].C([O-])(O)=O.[Na+]. The catalyst is Cl. The product is [Cl:1][C:2]1[N:7]=[C:6]([NH2:8])[CH:5]=[CH:4][C:3]=1[CH3:15]. The yield is 0.360. (2) The reactants are [C:1]([O:4][C:5]1[CH:15]=[CH:14][CH:13]=[CH:12][C:6]=1[C:7]([O:9][CH2:10]Cl)=[O:8])(=[O:3])[CH3:2].[N+:16]([O:19][CH:20]([CH2:33][O:34][N+:35]([O-:37])=[O:36])[CH2:21][O:22][C:23]1[CH:28]=[CH:27][C:26]([CH2:29][C:30]([OH:32])=[O:31])=[CH:25][CH:24]=1)([O-:18])=[O:17].CCN(CC)CC. The catalyst is CN(C=O)C.O. The product is [C:1]([O:4][C:5]1[CH:15]=[CH:14][CH:13]=[CH:12][C:6]=1[C:7]([O:9][CH2:10][O:32][C:30](=[O:31])[CH2:29][C:26]1[CH:25]=[CH:24][C:23]([O:22][CH2:21][CH:20]([O:19][N+:16]([O-:18])=[O:17])[CH2:33][O:34][N+:35]([O-:37])=[O:36])=[CH:28][CH:27]=1)=[O:8])(=[O:3])[CH3:2]. The yield is 0.380. (3) The reactants are [C:1]1([C:7]2[C:16]3[C:11](=[CH:12][CH:13]=[CH:14][CH:15]=3)[N:10]=[C:9]([NH:17][C:18]3[CH:26]=[CH:25][C:21]([C:22](Cl)=[O:23])=[CH:20][CH:19]=3)[N:8]=2)[CH:6]=[CH:5][CH:4]=[CH:3][CH:2]=1.CCN(C(C)C)C(C)C.[CH3:36][C:37]1[CH:43]=[CH:42][C:41]([N+:44]([O-:46])=[O:45])=[CH:40][C:38]=1[NH2:39]. The catalyst is O1CCCC1.ClCCl. The product is [CH3:36][C:37]1[CH:43]=[CH:42][C:41]([N+:44]([O-:46])=[O:45])=[CH:40][C:38]=1[NH:39][C:22](=[O:23])[C:21]1[CH:25]=[CH:26][C:18]([NH:17][C:9]2[N:8]=[C:7]([C:1]3[CH:6]=[CH:5][CH:4]=[CH:3][CH:2]=3)[C:16]3[C:11](=[CH:12][CH:13]=[CH:14][CH:15]=3)[N:10]=2)=[CH:19][CH:20]=1. The yield is 0.580.